Dataset: Reaction yield outcomes from USPTO patents with 853,638 reactions. Task: Predict the reaction yield, written as a fraction of the theoretical maximum amount of product (1.0 means a 100% yield; for example, 0.34 means a 34% yield). (1) The reactants are Cl.[F:2][C:3]1[CH:8]=[C:7]([F:9])[CH:6]=[CH:5][C:4]=1[N:10]1[C:14]([N:15]2[N:24]=[C:23]3[C:17]([CH2:18][CH2:19][O:20][C:21]4[CH:28]=[CH:27][C:26]([C:29]5([CH2:35][OH:36])[CH2:34][CH2:33][NH:32][CH2:31][CH2:30]5)=[CH:25][C:22]=43)=[CH:16]2)=[N:13][CH:12]=[N:11]1.CCN(C(C)C)C(C)C.[CH:46]([S:48]([CH:51]=C)(=[O:50])=[O:49])=[CH2:47]. No catalyst specified. The product is [F:2][C:3]1[CH:8]=[C:7]([F:9])[CH:6]=[CH:5][C:4]=1[N:10]1[C:14]([N:15]2[N:24]=[C:23]3[C:17]([CH2:18][CH2:19][O:20][C:21]4[CH:28]=[CH:27][C:26]([C:29]5([CH2:35][OH:36])[CH2:30][CH2:31][N:32]([CH2:47][CH2:46][S:48]([CH3:51])(=[O:50])=[O:49])[CH2:33][CH2:34]5)=[CH:25][C:22]=43)=[CH:16]2)=[N:13][CH:12]=[N:11]1. The yield is 0.530. (2) The reactants are I([O-])(=O)(=O)=[O:2].[Na+].[CH2:7]([N:10]([S:30]([C:33]1[CH:41]=[C:40]2[C:36]([C:37]([Cl:42])=[CH:38][NH:39]2)=[CH:35][CH:34]=1)(=[O:32])=[O:31])[CH2:11][CH2:12][NH:13][C:14]([CH:16]1[CH2:21][CH2:20][N:19]([C:22]2[CH:27]=[CH:26][C:25](=[O:28])[N:24]([CH3:29])[N:23]=2)[CH2:18][CH2:17]1)=[O:15])[CH:8]=C. The catalyst is O.O1CCCC1.C(O)(C)(C)C.ClCCl.[Os](=O)(=O)(=O)=O. The product is [Cl:42][C:37]1[C:36]2[C:40](=[CH:41][C:33]([S:30]([N:10]3[CH2:7][CH2:8][N:13]([C:14]([CH:16]4[CH2:21][CH2:20][N:19]([C:22]5[CH:27]=[CH:26][C:25](=[O:28])[N:24]([CH3:29])[N:23]=5)[CH2:18][CH2:17]4)=[O:15])[CH:12]([OH:2])[CH2:11]3)(=[O:31])=[O:32])=[CH:34][CH:35]=2)[NH:39][CH:38]=1. The yield is 0.227. (3) The reactants are [CH2:1]([S:8][CH:9]([CH:42]=O)[CH2:10][NH:11][C:12]([C:14]1[NH:15][C:16]2[C:21]([CH:22]=1)=[CH:20][C:19]([O:23][CH2:24][CH2:25][CH2:26][S:27]([CH3:30])(=[O:29])=[O:28])=[CH:18][C:17]=2[N:31]([CH3:41])[S:32]([C:35]1[CH:40]=[CH:39][CH:38]=[CH:37][N:36]=1)(=[O:34])=[O:33])=[O:13])[C:2]1[CH:7]=[CH:6][CH:5]=[CH:4][CH:3]=1.[CH3:44][S:45]([N:48]1[CH2:53][CH2:52][NH:51][CH2:50][CH2:49]1)(=[O:47])=[O:46].C(O[BH-](OC(=O)C)OC(=O)C)(=O)C.[Na+].C(O)(=O)CC(CC(O)=O)(C(O)=O)O.C(=O)([O-])O.[Na+]. The catalyst is ClCCCl. The product is [CH2:1]([S:8][CH:9]([CH2:42][N:51]1[CH2:52][CH2:53][N:48]([S:45]([CH3:44])(=[O:47])=[O:46])[CH2:49][CH2:50]1)[CH2:10][NH:11][C:12]([C:14]1[NH:15][C:16]2[C:21]([CH:22]=1)=[CH:20][C:19]([O:23][CH2:24][CH2:25][CH2:26][S:27]([CH3:30])(=[O:28])=[O:29])=[CH:18][C:17]=2[N:31]([CH3:41])[S:32]([C:35]1[CH:40]=[CH:39][CH:38]=[CH:37][N:36]=1)(=[O:33])=[O:34])=[O:13])[C:2]1[CH:7]=[CH:6][CH:5]=[CH:4][CH:3]=1. The yield is 0.430. (4) The product is [F:1][C:2]1[CH:7]=[CH:6][C:5]([C:8]2[S:12][C:11]3[CH:13]=[C:14]([O:17][CH3:18])[CH:15]=[CH:16][C:10]=3[C:9]=2[O:19][C:20]2[CH:21]=[CH:22][C:23](/[CH:26]=[CH:27]/[C:70]3[O:71][C:37](=[O:41])[NH:35][N:68]=3)=[CH:24][CH:25]=2)=[C:4]([CH3:31])[CH:3]=1. The yield is 0.920. The reactants are [F:1][C:2]1[CH:7]=[CH:6][C:5]([C:8]2[S:12][C:11]3[CH:13]=[C:14]([O:17][CH3:18])[CH:15]=[CH:16][C:10]=3[C:9]=2[O:19][C:20]2[CH:25]=[CH:24][C:23](/[CH:26]=[CH:27]/C(O)=O)=[CH:22][CH:21]=2)=[C:4]([CH3:31])[CH:3]=1.NN.C[N:35]([C:37]([O:41]N1N=NC2C=CC=NC1=2)=[N+](C)C)C.F[P-](F)(F)(F)(F)F.CCN(C(C)C)C(C)C.C[N:68]([CH:70]=[O:71])C. No catalyst specified. (5) The reactants are F[C:2]1[CH:12]=[CH:11][C:5]([C:6]([O:8][CH2:9][CH3:10])=[O:7])=[CH:4][CH:3]=1.[CH:13]1([N:17]2[CH2:22][CH2:21][NH:20][CH2:19][CH2:18]2)[CH2:16][CH2:15][CH2:14]1. The catalyst is CC(N(C)C)=O. The product is [CH:13]1([N:17]2[CH2:22][CH2:21][N:20]([C:2]3[CH:12]=[CH:11][C:5]([C:6]([O:8][CH2:9][CH3:10])=[O:7])=[CH:4][CH:3]=3)[CH2:19][CH2:18]2)[CH2:16][CH2:15][CH2:14]1. The yield is 0.113. (6) The reactants are C(O[CH:4](O)[C:5]([C:7]1[CH:8]=[C:9]([NH:13][S:14]([C:17]2[CH:22]=[CH:21][CH:20]=[CH:19][CH:18]=2)(=[O:16])=[O:15])[CH:10]=[CH:11][CH:12]=1)=[O:6])C.Cl.Cl.[CH3:26][C:27]([NH2:41])([CH3:40])[CH2:28][CH2:29][N:30]1[C:34]2[CH:35]=[CH:36][CH:37]=[CH:38][C:33]=2[N:32]=[C:31]1[CH3:39].[BH4-].[Na+].FC(F)(F)C(O)=O. The catalyst is C(O)C. The product is [CH3:40][C:27]([NH:41][CH2:4][CH:5]([C:7]1[CH:8]=[C:9]([NH:13][S:14]([C:17]2[CH:18]=[CH:19][CH:20]=[CH:21][CH:22]=2)(=[O:15])=[O:16])[CH:10]=[CH:11][CH:12]=1)[OH:6])([CH3:26])[CH2:28][CH2:29][N:30]1[C:34]2[CH:35]=[CH:36][CH:37]=[CH:38][C:33]=2[N:32]=[C:31]1[CH3:39]. The yield is 0.220. (7) The reactants are [Br:1][C:2]1[CH:3]=[CH:4][C:5]([F:10])=[C:6]([CH:9]=1)[CH:7]=[O:8].C[Mg]Br.C(=O)([O-])O.[Na+]. The catalyst is O1CCCC1. The product is [Br:1][C:2]1[CH:3]=[CH:4][C:5]([F:10])=[C:6]([CH2:7][OH:8])[CH:9]=1. The yield is 0.610. (8) The reactants are [NH2:1][C:2]1[C:7]([N+:8]([O-:10])=[O:9])=[CH:6][C:5](Br)=[CH:4][N:3]=1.[F:12][C:13]1[CH:18]=[CH:17][C:16](B(O)O)=[CH:15][CH:14]=1.C(=O)([O-])[O-].[Na+].[Na+]. The catalyst is C(COC)OC.C(OCC)(=O)C.C1C=CC([P]([Pd]([P](C2C=CC=CC=2)(C2C=CC=CC=2)C2C=CC=CC=2)([P](C2C=CC=CC=2)(C2C=CC=CC=2)C2C=CC=CC=2)[P](C2C=CC=CC=2)(C2C=CC=CC=2)C2C=CC=CC=2)(C2C=CC=CC=2)C2C=CC=CC=2)=CC=1. The product is [NH2:1][C:2]1[C:7]([N+:8]([O-:10])=[O:9])=[CH:6][C:5]([C:16]2[CH:17]=[CH:18][C:13]([F:12])=[CH:14][CH:15]=2)=[CH:4][N:3]=1. The yield is 0.760.